This data is from Full USPTO retrosynthesis dataset with 1.9M reactions from patents (1976-2016). The task is: Predict the reactants needed to synthesize the given product. (1) Given the product [Cl:1][C:2]1[CH:7]=[C:6]([NH:23][C:21](=[O:22])[NH:20][CH2:18][CH3:19])[N:5]=[CH:4][C:3]=1[C:9]([NH:11][C:12]1[CH:13]=[N:14][CH:15]=[CH:16][CH:17]=1)=[O:10], predict the reactants needed to synthesize it. The reactants are: [Cl:1][C:2]1[CH:7]=[C:6](Cl)[N:5]=[CH:4][C:3]=1[C:9]([NH:11][C:12]1[CH:13]=[N:14][CH:15]=[CH:16][CH:17]=1)=[O:10].[CH2:18]([NH:20][C:21]([NH2:23])=[O:22])[CH3:19].CC(C)([O-])C.[K+].CC1(C)C2C(=C(P(C3C=CC=CC=3)C3C=CC=CC=3)C=CC=2)OC2C(P(C3C=CC=CC=3)C3C=CC=CC=3)=CC=CC1=2. (2) Given the product [F:19][C:18]([F:21])([F:20])[C:17]([NH:16][C:12]1[CH:11]=[C:10]([C:8]2[CH:9]=[C:4]3[C:5]([CH2:23][C:24](=[O:25])[NH:1]3)=[CH:6][CH:7]=2)[CH:15]=[CH:14][CH:13]=1)=[O:22], predict the reactants needed to synthesize it. The reactants are: [N+:1]([C:4]1[CH:9]=[C:8]([C:10]2[CH:15]=[CH:14][CH:13]=[C:12]([NH:16][C:17](=[O:22])[C:18]([F:21])([F:20])[F:19])[CH:11]=2)[CH:7]=[CH:6][C:5]=1[CH2:23][C:24](O)=[O:25])([O-])=O. (3) Given the product [I:22][C:21]1[C:15]2[C:16](=[N:17][CH:18]=[C:13]([C:10]3[CH:9]=[CH:8][C:7]([S:4]([CH:1]([CH3:3])[CH3:2])(=[O:6])=[O:5])=[CH:12][CH:11]=3)[N:14]=2)[NH:19][CH:20]=1, predict the reactants needed to synthesize it. The reactants are: [CH:1]([S:4]([C:7]1[CH:12]=[CH:11][C:10]([C:13]2[N:14]=[C:15]3[CH:21]=[CH:20][NH:19][C:16]3=[N:17][CH:18]=2)=[CH:9][CH:8]=1)(=[O:6])=[O:5])([CH3:3])[CH3:2].[I:22]Cl.C(Cl)Cl. (4) Given the product [C:1]([O:5][C:6](=[O:34])[NH:7][C:8]1([C:12]2[CH:17]=[CH:16][C:15]([C:18]3[C:23]([C:24]4[CH:29]=[CH:28][CH:27]=[CH:26][CH:25]=4)=[CH:22][N:21]4[C:30]([C:36]5[CH:37]=[CH:38][CH:39]=[CH:40][C:35]=5[O:44][CH3:45])=[CH:31][N:32]=[C:20]4[N:19]=3)=[CH:14][CH:13]=2)[CH2:11][CH2:10][CH2:9]1)([CH3:4])([CH3:3])[CH3:2], predict the reactants needed to synthesize it. The reactants are: [C:1]([O:5][C:6](=[O:34])[NH:7][C:8]1([C:12]2[CH:17]=[CH:16][C:15]([C:18]3[C:23]([C:24]4[CH:29]=[CH:28][CH:27]=[CH:26][CH:25]=4)=[CH:22][N:21]4[C:30](Br)=[CH:31][N:32]=[C:20]4[N:19]=3)=[CH:14][CH:13]=2)[CH2:11][CH2:10][CH2:9]1)([CH3:4])([CH3:3])[CH3:2].[C:35]1(B(O)O)[CH:40]=[CH:39][CH:38]=[CH:37][CH:36]=1.[O:44]1CCOC[CH2:45]1.